From a dataset of Full USPTO retrosynthesis dataset with 1.9M reactions from patents (1976-2016). Predict the reactants needed to synthesize the given product. The reactants are: [CH3:1][CH:2]([C:16]([O-:18])=[O:17])[C:3]1[CH:8]=[CH:7][C:6]([CH2:9][CH:10]2[C:14](=[O:15])[CH2:13][CH2:12][CH2:11]2)=[CH:5][CH:4]=1.[Na+].O.[CH3:21][C:22]1[CH:23]=[CH:24][C:25]([C:28]([CH:30]([CH2:32][N:33]2[CH2:38][CH2:37][CH2:36][CH2:35][CH2:34]2)[CH3:31])=[O:29])=[CH:26][CH:27]=1.Cl. Given the product [CH3:1][CH:2]([C:16]([OH:18])=[O:17])[C:3]1[CH:8]=[CH:7][C:6]([CH2:9][CH:10]2[C:14](=[O:15])[CH2:13][CH2:12][CH2:11]2)=[CH:5][CH:4]=1.[CH3:21][C:22]1[CH:23]=[CH:24][C:25]([C:28]([CH:30]([CH2:32][N:33]2[CH2:38][CH2:37][CH2:36][CH2:35][CH2:34]2)[CH3:31])=[O:29])=[CH:26][CH:27]=1, predict the reactants needed to synthesize it.